From a dataset of Peptide-MHC class I binding affinity with 185,985 pairs from IEDB/IMGT. Regression. Given a peptide amino acid sequence and an MHC pseudo amino acid sequence, predict their binding affinity value. This is MHC class I binding data. (1) The peptide sequence is EVADRVIFM. The MHC is HLA-B08:01 with pseudo-sequence HLA-B08:01. The binding affinity (normalized) is 0.0847. (2) The peptide sequence is EHLSNSGL. The MHC is H-2-Kd with pseudo-sequence H-2-Kd. The binding affinity (normalized) is 0.285. (3) The peptide sequence is YLAWVPAHK. The MHC is HLA-A68:01 with pseudo-sequence HLA-A68:01. The binding affinity (normalized) is 0.936. (4) The peptide sequence is SQYLELDTI. The MHC is Mamu-B01 with pseudo-sequence Mamu-B01. The binding affinity (normalized) is 0.818. (5) The peptide sequence is CPTQGEAVL. The MHC is HLA-B07:02 with pseudo-sequence HLA-B07:02. The binding affinity (normalized) is 0.632. (6) The peptide sequence is APPPQRAAM. The MHC is HLA-A02:03 with pseudo-sequence HLA-A02:03. The binding affinity (normalized) is 0.123. (7) The peptide sequence is LVSNGSYL. The MHC is Mamu-A01 with pseudo-sequence Mamu-A01. The binding affinity (normalized) is 0.260.